The task is: Predict the reactants needed to synthesize the given product.. This data is from Full USPTO retrosynthesis dataset with 1.9M reactions from patents (1976-2016). (1) Given the product [CH2:23]([N:11]([S:12]([C:15]1[CH:16]=[CH:17][C:18]([O:21][CH3:22])=[CH:19][CH:20]=1)(=[O:14])=[O:13])[C:10]1[N:9]([CH3:30])[N:8]=[CH:7][C:6]=1[C:4]([OH:5])=[O:3])[C:24]1[CH:29]=[CH:28][CH:27]=[CH:26][CH:25]=1, predict the reactants needed to synthesize it. The reactants are: C([O:3][C:4]([C:6]1[CH:7]=[N:8][N:9]([CH3:30])[C:10]=1[N:11]([CH2:23][C:24]1[CH:29]=[CH:28][CH:27]=[CH:26][CH:25]=1)[S:12]([C:15]1[CH:20]=[CH:19][C:18]([O:21][CH3:22])=[CH:17][CH:16]=1)(=[O:14])=[O:13])=[O:5])C.[OH-].[Na+]. (2) Given the product [CH3:1][C:2]1([CH3:21])[CH2:8][CH2:7][CH2:6][N:5]([C:9]([C:11]2[CH:15]=[C:14]([C:16]3[CH:17]=[N:18][N:19]([CH2:29][CH2:30][OH:31])[CH:20]=3)[S:13][CH:12]=2)=[O:10])[CH2:4][CH2:3]1, predict the reactants needed to synthesize it. The reactants are: [CH3:1][C:2]1([CH3:21])[CH2:8][CH2:7][CH2:6][N:5]([C:9]([C:11]2[CH:15]=[C:14]([C:16]3[CH:17]=[N:18][NH:19][CH:20]=3)[S:13][CH:12]=2)=[O:10])[CH2:4][CH2:3]1.C(=O)([O-])[O-].[K+].[K+].Br[CH2:29][CH2:30][OH:31]. (3) Given the product [C:24]([O:23][C:22]([N:11]1[CH2:12][C@@H:8]([C:5]2[CH:6]=[CH:7][C:2]([Cl:1])=[C:3]([I:14])[CH:4]=2)[CH2:9][C:10]1=[O:13])=[O:28])([CH3:27])([CH3:26])[CH3:25], predict the reactants needed to synthesize it. The reactants are: [Cl:1][C:2]1[CH:7]=[CH:6][C:5]([C@@H:8]2[CH2:12][NH:11][C:10](=[O:13])[CH2:9]2)=[CH:4][C:3]=1[I:14].C(N(CC)CC)C.[C:22](=O)([O:28]C(C)(C)C)[O:23][C:24]([CH3:27])([CH3:26])[CH3:25].Cl. (4) Given the product [C:29]([O:32][C:33]([N:16]1[CH2:17][CH2:18][N:13]([CH2:12][C:8]2[CH:7]=[C:6]([NH2:19])[C:5]([C:4]([O:3][CH2:1][CH3:2])=[O:20])=[CH:10][C:9]=2[Cl:11])[CH2:14][CH2:15]1)=[O:34])([CH3:31])([CH3:30])[CH3:28], predict the reactants needed to synthesize it. The reactants are: [CH2:1]([O:3][C:4](=[O:20])[C:5]1[CH:10]=[C:9]([Cl:11])[C:8]([CH2:12][N:13]2[CH2:18][CH2:17][NH:16][CH2:15][CH2:14]2)=[CH:7][C:6]=1[NH2:19])[CH3:2].C(N(CC)CC)C.[CH3:28][C:29]([O:32][C:33](O[C:33]([O:32][C:29]([CH3:31])([CH3:30])[CH3:28])=[O:34])=[O:34])([CH3:31])[CH3:30].O. (5) Given the product [CH:1]1([C:6]2([CH2:14][CH2:15][C:16]3[CH:21]=[CH:20][C:19]([OH:22])=[C:18]([CH2:23][OH:24])[CH:17]=3)[O:11][C:10](=[O:12])[C:9]([CH2:63][C:61]3[N:62]=[C:55]4[N:54]=[C:53]([CH3:52])[CH:58]=[C:57]([CH3:59])[N:56]4[N:60]=3)=[C:8]([OH:13])[CH2:7]2)[CH2:5][CH2:4][CH2:3][CH2:2]1, predict the reactants needed to synthesize it. The reactants are: [CH:1]1([C:6]2([CH2:14][CH2:15][C:16]3[CH:21]=[CH:20][C:19]([OH:22])=[C:18]([CH2:23][OH:24])[CH:17]=3)[O:11][C:10](=[O:12])[CH2:9][C:8](=[O:13])[CH2:7]2)[CH2:5][CH2:4][CH2:3][CH2:2]1.C1(C2(CCC3C=CC(C(C)(C)C#N)=C(F)C=3)CC(O)=CC(=O)O2)CCCC1.[CH3:52][C:53]1[CH:58]=[C:57]([CH3:59])[N:56]2[N:60]=[C:61]([CH:63]=O)[N:62]=[C:55]2[N:54]=1.C(C1NC(C=O)=C(C)N=1)C. (6) The reactants are: [CH2:1]([O:8][C:9]1[CH:14]=[CH:13][C:12]([C:15]2[CH:20]=[CH:19][C:18]([CH2:21][CH2:22][CH2:23][OH:24])=[CH:17][CH:16]=2)=[CH:11][CH:10]=1)[CH2:2][CH2:3][CH2:4][CH2:5][CH2:6][CH3:7].C1C=C[NH+]=CC=1.[O-][Cr](Cl)(=O)=O.CCOCC. Given the product [CH2:1]([O:8][C:9]1[CH:14]=[CH:13][C:12]([C:15]2[CH:20]=[CH:19][C:18]([CH2:21][CH2:22][CH:23]=[O:24])=[CH:17][CH:16]=2)=[CH:11][CH:10]=1)[CH2:2][CH2:3][CH2:4][CH2:5][CH2:6][CH3:7], predict the reactants needed to synthesize it. (7) Given the product [Cl:1][C:2]1[C:3]([N:12]2[CH2:17][CH2:16][CH:15]([C:18]([O:20][CH3:21])=[O:19])[CH2:14][CH2:13]2)=[N:4][CH:5]=[C:6]([CH:10]=1)[C:7]([OH:9])=[O:8], predict the reactants needed to synthesize it. The reactants are: [Cl:1][C:2]1[C:3](Cl)=[N:4][CH:5]=[C:6]([CH:10]=1)[C:7]([OH:9])=[O:8].[NH:12]1[CH2:17][CH2:16][CH:15]([C:18]([O:20][CH3:21])=[O:19])[CH2:14][CH2:13]1.